This data is from Full USPTO retrosynthesis dataset with 1.9M reactions from patents (1976-2016). The task is: Predict the reactants needed to synthesize the given product. (1) The reactants are: [CH3:1][O:2][C:3]([C@@H:5]1[CH2:18][C@H:17]([O:19][S:20]([C:23]2[CH:28]=[CH:27][CH:26]=[CH:25][CH:24]=2)(=[O:22])=[O:21])[C:16](=[O:29])[C@H:15]2[C@@:6]1([CH3:37])[CH2:7][CH2:8][C@H:9]1[C@:14]2([CH3:30])[CH2:13][C@@H:12]([C:31]2[CH:35]=[CH:34][O:33][CH:32]=2)[O:11][C:10]1=[O:36])=[O:4].[CH3:38][O:39]C1C=CC(S(Cl)(=O)=O)=CC=1. Given the product [CH3:1][O:2][C:3]([C@@H:5]1[CH2:18][C@H:17]([O:19][S:20]([C:23]2[CH:28]=[CH:27][C:26]([O:39][CH3:38])=[CH:25][CH:24]=2)(=[O:22])=[O:21])[C:16](=[O:29])[C@H:15]2[C@@:6]1([CH3:37])[CH2:7][CH2:8][C@H:9]1[C@:14]2([CH3:30])[CH2:13][C@@H:12]([C:31]2[CH:35]=[CH:34][O:33][CH:32]=2)[O:11][C:10]1=[O:36])=[O:4], predict the reactants needed to synthesize it. (2) Given the product [I-:19].[C:16]([C:15]1[C:10]2[N+:9]([CH3:20])=[CH:8][N:7]([C:2]3[CH:3]=[CH:4][CH:5]=[CH:6][C:1]=3[CH3:18])[C:11]=2[CH:12]=[CH:13][CH:14]=1)#[N:17], predict the reactants needed to synthesize it. The reactants are: [C:1]1([CH3:18])[CH:6]=[CH:5][CH:4]=[CH:3][C:2]=1[N:7]1[C:11]2[CH:12]=[CH:13][CH:14]=[C:15]([C:16]#[N:17])[C:10]=2[N:9]=[CH:8]1.[I:19][CH3:20].